Dataset: Reaction yield outcomes from USPTO patents with 853,638 reactions. Task: Predict the reaction yield, written as a fraction of the theoretical maximum amount of product (1.0 means a 100% yield; for example, 0.34 means a 34% yield). (1) The reactants are [CH3:1][C:2]1[C:7]([CH2:8][C:9]([O:11][CH3:12])=[O:10])=[C:6]([C:13]2[CH:18]=[CH:17][C:16]([CH3:19])=[CH:15][CH:14]=2)[N:5]=[C:4]([N:20]2[CH2:25][CH2:24][CH2:23][CH2:22][CH2:21]2)[N:3]=1.[Li+].C[Si]([N-][Si](C)(C)C)(C)C.C1COCC1.[F:41][C:42]([F:48])([F:47])[CH2:43][CH2:44][CH2:45]I. The catalyst is CN(C=O)C. The product is [F:41][C:42]([F:48])([F:47])[CH2:43][CH2:44][CH2:45][CH:8]([C:7]1[C:2]([CH3:1])=[N:3][C:4]([N:20]2[CH2:21][CH2:22][CH2:23][CH2:24][CH2:25]2)=[N:5][C:6]=1[C:13]1[CH:18]=[CH:17][C:16]([CH3:19])=[CH:15][CH:14]=1)[C:9]([O:11][CH3:12])=[O:10]. The yield is 0.660. (2) The reactants are O.[NH2:2][C@H:3]([C:9]([O-:11])=[O:10])[CH2:4][CH2:5][CH2:6][CH2:7][NH2:8].[NH2:12][C@H:13]([C:19]([O-:21])=[O:20])[CH2:14][CH2:15][CH2:16][CH2:17][NH2:18].[Mg+2:22]. The catalyst is CO.C(OCC)(=O)C. The product is [NH2:2][C@H:3]([C:9]([O-:11])=[O:10])[CH2:4][CH2:5][CH2:6][CH2:7][NH2:8].[Mg+2:22].[NH2:12][C@H:13]([C:19]([O-:21])=[O:20])[CH2:14][CH2:15][CH2:16][CH2:17][NH2:18]. The yield is 1.00. (3) The reactants are [CH2:1]([C:3]([C:20]1[CH:21]=[CH:22][C:23](O)=[C:24]([NH:26][C:27](=[O:29])[CH3:28])[CH:25]=1)([C:6]1[C:14]2[C:9](=[C:10]([NH:15][S:16]([CH3:19])(=[O:18])=[O:17])[CH:11]=[CH:12][CH:13]=2)[NH:8][CH:7]=1)[CH2:4][CH3:5])[CH3:2]. The catalyst is CC(O)=O. The product is [CH2:1]([C:3]([C:6]1[C:14]2[C:9](=[C:10]([NH:15][S:16]([CH3:19])(=[O:17])=[O:18])[CH:11]=[CH:12][CH:13]=2)[NH:8][CH:7]=1)([C:20]1[CH:21]=[CH:22][C:23]2[O:29][C:27]([CH3:28])=[N:26][C:24]=2[CH:25]=1)[CH2:4][CH3:5])[CH3:2]. The yield is 0.800. (4) The reactants are [Cl-].[Al+3].[Cl-].[Cl-].C[O:6][C:7]1[CH:23]=[CH:22][C:10]2[CH2:11][CH:12]([CH2:17][C:18]([O:20][CH3:21])=[O:19])[C:13](=[O:16])[NH:14][CH2:15][C:9]=2[CH:8]=1.C(S)C. The catalyst is C(Cl)Cl. The product is [OH:6][C:7]1[CH:23]=[CH:22][C:10]2[CH2:11][CH:12]([CH2:17][C:18]([O:20][CH3:21])=[O:19])[C:13](=[O:16])[NH:14][CH2:15][C:9]=2[CH:8]=1. The yield is 0.910. (5) The reactants are [CH3:1][O:2][C:3]1[C:8]2[N:9]=[C:10]([NH:12][C:13]([C:15]3[S:16][C:17]([CH3:20])=[CH:18][CH:19]=3)=[O:14])[S:11][C:7]=2[C:6](I)=[CH:5][CH:4]=1.C[Sn](C)(C)[C:24]1[CH:25]=[C:26]([NH2:30])[CH:27]=[CH:28][CH:29]=1. No catalyst specified. The product is [NH2:30][C:26]1[CH:25]=[C:24]([C:6]2[C:7]3[S:11][C:10]([NH:12][C:13]([C:15]4[S:16][C:17]([CH3:20])=[CH:18][CH:19]=4)=[O:14])=[N:9][C:8]=3[C:3]([O:2][CH3:1])=[CH:4][CH:5]=2)[CH:29]=[CH:28][CH:27]=1. The yield is 0.560. (6) The reactants are Br[C:2]1[CH:7]=[C:6]([C:8]([F:11])([F:10])[F:9])[CH:5]=[CH:4][C:3]=1[CH2:12][C:13]#[N:14].[CH2:15]([Si:17]([CH2:22][CH3:23])([CH2:20][CH3:21])[C:18]#[CH:19])[CH3:16].[NH4+].[Cl-]. The catalyst is N(C(C)C)C(C)C.CN(C=O)C.Cl[Pd](Cl)([P](C1C=CC=CC=1)(C1C=CC=CC=1)C1C=CC=CC=1)[P](C1C=CC=CC=1)(C1C=CC=CC=1)C1C=CC=CC=1.[Cu]I.C1(P(C2C=CC=CC=2)C2C=CC=CC=2)C=CC=CC=1. The product is [CH2:18]([Si:17]([C:15]#[C:16][C:2]1[CH:7]=[C:6]([C:8]([F:11])([F:10])[F:9])[CH:5]=[CH:4][C:3]=1[CH2:12][C:13]#[N:14])([CH2:22][CH3:23])[CH2:20][CH3:21])[CH3:19]. The yield is 0.910. (7) The reactants are [Br:1][C:2]1[C:10]2[C:5](=[CH:6][CH:7]=[CH:8][CH:9]=2)[N:4]([C:11]2[C:12](=[O:21])[N:13]([CH3:20])[N:14]=[C:15]([CH3:19])[C:16]=2[O:17][CH3:18])[CH:3]=1.C([O-])(O)=O.[Na+].C(Cl)[Cl:28]. No catalyst specified. The product is [CH3:18][O:17][C:16]1[C:15]([CH3:19])=[N:14][N:13]([CH3:20])[C:12](=[O:21])[C:11]=1[N:4]1[C:5]2[C:10](=[CH:9][CH:8]=[CH:7][CH:6]=2)[C:2]([Br:1])=[C:3]1[Cl:28]. The yield is 0.870. (8) The yield is 0.970. The product is [F:18][C:17]([F:19])([F:20])[C:16]([F:25])([C:21]([F:22])([F:23])[F:24])[CH2:15][CH2:14][CH2:13][CH2:12][CH2:11][CH2:10][S:1][C:2]#[N:3]. The reactants are [S-:1][C:2]#[N:3].[K+].C(O)(=O)C.Br[CH2:10][CH2:11][CH2:12][CH2:13][CH2:14][CH2:15][C:16]([F:25])([C:21]([F:24])([F:23])[F:22])[C:17]([F:20])([F:19])[F:18]. The catalyst is C(O)C.